From a dataset of Experimentally validated miRNA-target interactions with 360,000+ pairs, plus equal number of negative samples. Binary Classification. Given a miRNA mature sequence and a target amino acid sequence, predict their likelihood of interaction. The miRNA is hsa-miR-6828-5p with sequence AGGAAGCAAGAGAACCCUGUGG. The protein sequence of the target gene is MKGLSGSRSHHHGITCEAACDSLSHHSDHKPYLLSPVDHHPADHPYYTQRNSFQAECVGPFSDPLASSTFPRRHYTSQQELKDESALVPRTLATKANRLPTNLLDQFERQLPLSRDGYHTLQYKRTAVEHRSDSPGRIRHLVHSVQKLFTKSHSLEGPSKGSVNGGKASPDESQTLRYGKRSKSKERRSESKARSNASNASPTSPSWWSSDDNLDGDMCLYHTPSGVMTMGRCPDRSASQYFMEAYNTISEQAVKASRSNNDIKCSTCANLPVTLDAPLLKKSAWSSTLTVSRAREVYQK.... Result: 0 (no interaction).